Predict the product of the given reaction. From a dataset of Forward reaction prediction with 1.9M reactions from USPTO patents (1976-2016). (1) Given the reactants C(C1C(=O)C(Cl)=C(Cl)C(=O)C=1C#N)#N.C1(C)C=CC(S(O)(=O)=O)=CC=1.[CH2:26]([O:28][C:29]([CH:31]1[CH2:48][C:35]2[S:36][C:37]([NH:42][C:43]([CH:45]3[CH2:47][CH2:46]3)=[O:44])=[C:38]([C:39](=[O:41])[NH2:40])[C:34]=2[CH2:33][CH2:32]1)=[O:30])[CH3:27], predict the reaction product. The product is: [CH2:26]([O:28][C:29]([C:31]1[CH:32]=[CH:33][C:34]2[C:38]([C:39](=[O:41])[NH2:40])=[C:37]([NH:42][C:43]([CH:45]3[CH2:46][CH2:47]3)=[O:44])[S:36][C:35]=2[CH:48]=1)=[O:30])[CH3:27]. (2) Given the reactants P(Cl)(Cl)(Cl)=O.CN(C)[CH:8]=[O:9].[CH2:11]([O:13][C:14]([C:16]1[NH:17][CH:18]=[C:19]([CH3:21])[CH:20]=1)=[O:15])[CH3:12].[OH-].[Na+], predict the reaction product. The product is: [CH2:11]([O:13][C:14]([C:16]1[NH:17][C:18]([CH:8]=[O:9])=[C:19]([CH3:21])[CH:20]=1)=[O:15])[CH3:12]. (3) The product is: [CH3:30][N:31]([CH3:35])[CH2:32][CH2:33][NH:34][C:25](=[O:27])[C:24]1[CH:28]=[CH:29][C:21](/[CH:20]=[N:19]/[NH:18][C:17]2[N:16]=[CH:15][N:14]=[C:13]3[N:9]([C:7]4[CH:6]=[CH:5][CH:4]=[C:3]([O:2][CH3:1])[N:8]=4)[N:10]=[CH:11][C:12]=23)=[CH:22][CH:23]=1. Given the reactants [CH3:1][O:2][C:3]1[N:8]=[C:7]([N:9]2[C:13]3=[N:14][CH:15]=[N:16][C:17]([NH:18]/[N:19]=[CH:20]/[C:21]4[CH:29]=[CH:28][C:24]([C:25]([OH:27])=O)=[CH:23][CH:22]=4)=[C:12]3[CH:11]=[N:10]2)[CH:6]=[CH:5][CH:4]=1.[CH3:30][N:31]([CH3:35])[CH2:32][CH2:33][NH2:34].C(OP(C#N)(=O)OCC)C.C(N(CC)CC)C, predict the reaction product. (4) The product is: [CH2:2]([P:12](=[O:19])([O:16][CH2:17][CH3:18])[O:13][CH2:14][CH3:15])[CH2:3][P:4](=[O:11])([O:8][CH2:9][CH3:10])[O:5][CH2:6][CH3:7]. Given the reactants Cl[CH2:2][CH2:3][P:4](=[O:11])([O:8][CH2:9][CH3:10])[O:5][CH2:6][CH3:7].[PH:12](=[O:19])([O:16][CH2:17][CH3:18])[O:13][CH2:14][CH3:15].[K], predict the reaction product. (5) The product is: [CH:2]([C:3]1[C:12]2[C:7](=[CH:8][CH:9]=[CH:10][CH:11]=2)[C:6]([C:13]([O:15][CH3:16])=[O:14])=[CH:5][CH:4]=1)=[O:1]. Given the reactants [OH:1][CH2:2][C:3]1[C:12]2[C:7](=[CH:8][CH:9]=[CH:10][CH:11]=2)[C:6]([C:13]([O:15][CH3:16])=[O:14])=[CH:5][CH:4]=1, predict the reaction product. (6) The product is: [Cl:26][C:7]1[CH:6]=[CH:5][C:4]([CH2:3][NH:2][C:30]([CH:27]2[CH2:29][CH2:28]2)=[O:31])=[CH:9][C:8]=1[C:10]1[NH:14][C:13](=[O:15])[N:12]([C:16]2[CH:25]=[CH:24][C:19]([C:20]([O:22][CH3:23])=[O:21])=[CH:18][CH:17]=2)[N:11]=1. Given the reactants Cl.[NH2:2][CH2:3][C:4]1[CH:5]=[CH:6][C:7]([Cl:26])=[C:8]([C:10]2[NH:14][C:13](=[O:15])[N:12]([C:16]3[CH:25]=[CH:24][C:19]([C:20]([O:22][CH3:23])=[O:21])=[CH:18][CH:17]=3)[N:11]=2)[CH:9]=1.[CH:27]1([C:30](Cl)=[O:31])[CH2:29][CH2:28]1.CCN(C(C)C)C(C)C, predict the reaction product.